From a dataset of Reaction yield outcomes from USPTO patents with 853,638 reactions. Predict the reaction yield, written as a fraction of the theoretical maximum amount of product (1.0 means a 100% yield; for example, 0.34 means a 34% yield). (1) The reactants are FC(F)(F)C([O:5][CH:6]1[CH2:11][CH2:10][CH2:9][CH:8]([NH:12][C:13]2[C:21]3[C:16](=[N:17][CH:18]=[CH:19][C:20]=3[O:22][C:23]3[CH:28]=[CH:27][C:26]([NH:29][C:30]([C:32]4[C:37](=[O:38])[N:36]([C:39]5[CH:44]=[CH:43][C:42]([F:45])=[CH:41][CH:40]=5)[N:35]=[CH:34][CH:33]=4)=[O:31])=[CH:25][C:24]=3[F:46])[NH:15][N:14]=2)[CH2:7]1)=O.Cl.CCOC(C)=O. The catalyst is [Li+].[OH-].C1COCC1.CO. The product is [F:46][C:24]1[CH:25]=[C:26]([NH:29][C:30]([C:32]2[C:37](=[O:38])[N:36]([C:39]3[CH:40]=[CH:41][C:42]([F:45])=[CH:43][CH:44]=3)[N:35]=[CH:34][CH:33]=2)=[O:31])[CH:27]=[CH:28][C:23]=1[O:22][C:20]1[CH:19]=[CH:18][N:17]=[C:16]2[NH:15][N:14]=[C:13]([NH:12][CH:8]3[CH2:9][CH2:10][CH2:11][CH:6]([OH:5])[CH2:7]3)[C:21]=12. The yield is 0.290. (2) The reactants are [NH2:1][C:2]1[CH:6]=[CH:5][O:4][C:3]=1[C:7]([O:9][CH3:10])=[O:8].ClS([N:15]=[C:16]=[O:17])(=O)=O.[C:18]([O-])(O)=O.[Na+]. The catalyst is ClCCl. The product is [NH:1]([C:2]1[CH:6]=[CH:5][O:4][C:3]=1[C:7]([O:9][CH2:10][CH3:18])=[O:8])[C:16]([NH2:15])=[O:17]. The yield is 0.920. (3) The reactants are [OH-].[Na+].[Cl:3][C:4]1[CH:9]=[CH:8][C:7]([C:10]2[C:15]([CH:16]([CH2:21][CH2:22][CH3:23])[C:17]([O:19]C)=[O:18])=[C:14]([CH3:24])[N:13]=[C:12]([C:25]3[CH:30]=[CH:29][CH:28]=[CH:27][CH:26]=3)[N:11]=2)=[C:6]([O:31][CH3:32])[CH:5]=1. The catalyst is CO. The product is [Cl:3][C:4]1[CH:9]=[CH:8][C:7]([C:10]2[C:15]([CH:16]([CH2:21][CH2:22][CH3:23])[C:17]([OH:19])=[O:18])=[C:14]([CH3:24])[N:13]=[C:12]([C:25]3[CH:26]=[CH:27][CH:28]=[CH:29][CH:30]=3)[N:11]=2)=[C:6]([O:31][CH3:32])[CH:5]=1. The yield is 0.770.